Dataset: Full USPTO retrosynthesis dataset with 1.9M reactions from patents (1976-2016). Task: Predict the reactants needed to synthesize the given product. (1) Given the product [NH2:20][C:19]1[N:2]2[N:1]=[CH:5][CH:4]=[C:3]2[C:6]([C:7]#[N:8])=[C:9]([C:10]2[CH:11]=[CH:12][CH:13]=[CH:14][CH:15]=2)[C:16]=1[C:17]#[N:18], predict the reactants needed to synthesize it. The reactants are: [NH:1]1[CH:5]=[CH:4][C:3]([CH2:6][C:7]#[N:8])=[N:2]1.[CH:9](=[C:16]([C:19]#[N:20])[C:17]#[N:18])[C:10]1[CH:15]=[CH:14][CH:13]=[CH:12][CH:11]=1.N1CCCCC1. (2) Given the product [C:22]1([C:14]2([C:16]3[CH:17]=[CH:18][CH:19]=[CH:20][CH:21]=3)[O:13][C:12]3[CH:28]=[CH:29][C:9]([NH:8][S:5]([CH2:1][CH2:2][CH2:3][CH3:4])(=[O:6])=[O:7])=[CH:10][C:11]=3[O:15]2)[CH:23]=[CH:24][CH:25]=[CH:26][CH:27]=1, predict the reactants needed to synthesize it. The reactants are: [CH2:1]([S:5]([N:8](S(CCCC)(=O)=O)[C:9]1[CH:29]=[CH:28][C:12]2[O:13][C:14]([C:22]3[CH:27]=[CH:26][CH:25]=[CH:24][CH:23]=3)([C:16]3[CH:21]=[CH:20][CH:19]=[CH:18][CH:17]=3)[O:15][C:11]=2[CH:10]=1)(=[O:7])=[O:6])[CH2:2][CH2:3][CH3:4].[F-].C([N+](CCCC)(CCCC)CCCC)CCC.O.